This data is from NCI-60 drug combinations with 297,098 pairs across 59 cell lines. The task is: Regression. Given two drug SMILES strings and cell line genomic features, predict the synergy score measuring deviation from expected non-interaction effect. (1) Cell line: OVCAR3. Drug 2: C(=O)(N)NO. Drug 1: C1=CC(=CC=C1CCCC(=O)O)N(CCCl)CCCl. Synergy scores: CSS=8.79, Synergy_ZIP=-7.97, Synergy_Bliss=-5.92, Synergy_Loewe=-18.5, Synergy_HSA=-7.44. (2) Drug 1: CC1=C(C=C(C=C1)NC2=NC=CC(=N2)N(C)C3=CC4=NN(C(=C4C=C3)C)C)S(=O)(=O)N.Cl. Drug 2: CCN(CC)CCNC(=O)C1=C(NC(=C1C)C=C2C3=C(C=CC(=C3)F)NC2=O)C. Cell line: UO-31. Synergy scores: CSS=6.75, Synergy_ZIP=-2.53, Synergy_Bliss=0.0645, Synergy_Loewe=0.663, Synergy_HSA=2.20. (3) Drug 1: C1C(C(OC1N2C=C(C(=O)NC2=O)F)CO)O. Drug 2: CN(CCCl)CCCl.Cl. Cell line: LOX IMVI. Synergy scores: CSS=33.3, Synergy_ZIP=-12.0, Synergy_Bliss=-8.05, Synergy_Loewe=-11.4, Synergy_HSA=-3.84. (4) Drug 1: CS(=O)(=O)OCCCCOS(=O)(=O)C. Drug 2: CC(C)NC(=O)C1=CC=C(C=C1)CNNC.Cl. Cell line: OVCAR-5. Synergy scores: CSS=11.5, Synergy_ZIP=3.54, Synergy_Bliss=9.00, Synergy_Loewe=1.95, Synergy_HSA=2.43. (5) Drug 1: C1CCN(CC1)CCOC2=CC=C(C=C2)C(=O)C3=C(SC4=C3C=CC(=C4)O)C5=CC=C(C=C5)O. Drug 2: C1C(C(OC1N2C=NC3=C(N=C(N=C32)Cl)N)CO)O. Cell line: EKVX. Synergy scores: CSS=-1.48, Synergy_ZIP=0.351, Synergy_Bliss=-2.88, Synergy_Loewe=-3.17, Synergy_HSA=-4.74. (6) Drug 1: CN(C)N=NC1=C(NC=N1)C(=O)N. Drug 2: C1=NC2=C(N1)C(=S)N=C(N2)N. Cell line: COLO 205. Synergy scores: CSS=53.2, Synergy_ZIP=-4.42, Synergy_Bliss=-4.75, Synergy_Loewe=-16.0, Synergy_HSA=-1.43. (7) Drug 1: CC12CCC3C(C1CCC2=O)CC(=C)C4=CC(=O)C=CC34C. Drug 2: C1=CN(C(=O)N=C1N)C2C(C(C(O2)CO)O)O.Cl. Cell line: HT29. Synergy scores: CSS=62.9, Synergy_ZIP=-2.15, Synergy_Bliss=-1.94, Synergy_Loewe=-16.9, Synergy_HSA=0.884. (8) Drug 2: CC1CCC2CC(C(=CC=CC=CC(CC(C(=O)C(C(C(=CC(C(=O)CC(OC(=O)C3CCCCN3C(=O)C(=O)C1(O2)O)C(C)CC4CCC(C(C4)OC)O)C)C)O)OC)C)C)C)OC. Cell line: SF-295. Drug 1: C1CCC(C1)C(CC#N)N2C=C(C=N2)C3=C4C=CNC4=NC=N3. Synergy scores: CSS=43.4, Synergy_ZIP=5.23, Synergy_Bliss=4.59, Synergy_Loewe=-24.8, Synergy_HSA=6.27. (9) Drug 1: CC12CCC3C(C1CCC2=O)CC(=C)C4=CC(=O)C=CC34C. Drug 2: C1CNP(=O)(OC1)N(CCCl)CCCl. Cell line: RXF 393. Synergy scores: CSS=24.6, Synergy_ZIP=1.81, Synergy_Bliss=3.17, Synergy_Loewe=-26.8, Synergy_HSA=0.826.